Task: Predict the reaction yield, written as a fraction of the theoretical maximum amount of product (1.0 means a 100% yield; for example, 0.34 means a 34% yield).. Dataset: Reaction yield outcomes from USPTO patents with 853,638 reactions The yield is 0.460. The product is [C:16]1([C:13]2[N:14]=[CH:15][C:10]([C:8]([NH:7][NH:6][CH2:5][C:4]([NH2:23])=[O:22])=[O:9])=[CH:11][N:12]=2)[CH:17]=[CH:18][CH:19]=[CH:20][CH:21]=1. The reactants are C(O[C:4](=[O:22])[CH2:5][NH:6][NH:7][C:8]([C:10]1[CH:11]=[N:12][C:13]([C:16]2[CH:21]=[CH:20][CH:19]=[CH:18][CH:17]=2)=[N:14][CH:15]=1)=[O:9])C.[NH3:23]. No catalyst specified.